This data is from Catalyst prediction with 721,799 reactions and 888 catalyst types from USPTO. The task is: Predict which catalyst facilitates the given reaction. (1) The catalyst class is: 56. Product: [NH2:1][C:2]1[CH:25]=[CH:24][C:23]([C:27]2[CH:32]=[CH:31][CH:30]=[CH:29][CH:28]=2)=[CH:22][C:3]=1[C:4]([N:6]1[CH2:11][CH2:10][C:9]2([CH2:20][C:19](=[O:21])[C:18]3[C:13](=[CH:14][CH:15]=[CH:16][CH:17]=3)[O:12]2)[CH2:8][CH2:7]1)=[O:5]. Reactant: [NH2:1][C:2]1[CH:25]=[CH:24][C:23](Br)=[CH:22][C:3]=1[C:4]([N:6]1[CH2:11][CH2:10][C:9]2([CH2:20][C:19](=[O:21])[C:18]3[C:13](=[CH:14][CH:15]=[CH:16][CH:17]=3)[O:12]2)[CH2:8][CH2:7]1)=[O:5].[C:27]1(OB(O)O)[CH:32]=[CH:31][CH:30]=[CH:29][CH:28]=1.C(=O)([O-])[O-].[Na+].[Na+]. (2) Reactant: [Cl:1][C:2]1[CH:7]=[CH:6][CH:5]=[C:4]([Cl:8])[C:3]=1[N:9]1[C:13]([CH2:14]O)=[C:12]([CH:16]([CH3:18])[CH3:17])[N:11]=[N:10]1.C(Br)(Br)(Br)[Br:20].C1(P(C2C=CC=CC=2)C2C=CC=CC=2)C=CC=CC=1. Product: [Br:20][CH2:14][C:13]1[N:9]([C:3]2[C:2]([Cl:1])=[CH:7][CH:6]=[CH:5][C:4]=2[Cl:8])[N:10]=[N:11][C:12]=1[CH:16]([CH3:18])[CH3:17]. The catalyst class is: 2. (3) Reactant: [O:1]1[C:5]2[CH:6]=[CH:7][C:8]([C:10]3[S:11][CH:12]=[C:13]([C:15]([OH:17])=O)[N:14]=3)=[CH:9][C:4]=2[CH2:3][CH2:2]1.[O:18]1[CH2:23][CH2:22][N:21]([CH2:24][C:25]2[CH:34]=[CH:33][C:28]3[N:29]=[C:30]([NH2:32])[S:31][C:27]=3[CH:26]=2)[CH2:20][CH2:19]1.F[P-](F)(F)(F)(F)F.N1(OC(N(C)C)=[N+](C)C)C2C=CC=CC=2N=N1.C(N(CC)C(C)C)(C)C. Product: [O:1]1[C:5]2[CH:6]=[CH:7][C:8]([C:10]3[S:11][CH:12]=[C:13]([C:15]([NH:32][C:30]4[S:31][C:27]5[CH:26]=[C:25]([CH2:24][N:21]6[CH2:22][CH2:23][O:18][CH2:19][CH2:20]6)[CH:34]=[CH:33][C:28]=5[N:29]=4)=[O:17])[N:14]=3)=[CH:9][C:4]=2[CH2:3][CH2:2]1. The catalyst class is: 546. (4) The catalyst class is: 1. Reactant: [K+].[N:2]1[CH:7]=[CH:6][C:5]([NH:8][C:9]2[C:17]3[C:12](=[CH:13][CH:14]=[CH:15][CH:16]=3)[NH:11][C:10]=2[C:18]([O-:20])=[O:19])=[CH:4][CH:3]=1.CN(C=O)C.Cl[CH2:27][N:28]([CH3:39])[S:29]([C:32]1[CH:37]=[CH:36][C:35]([CH3:38])=[CH:34][CH:33]=1)(=[O:31])=[O:30].O. Product: [CH3:27][N:28]([CH2:39][O:19][C:18]([C:10]1[NH:11][C:12]2[C:17]([C:9]=1[NH:8][C:5]1[CH:6]=[CH:7][N:2]=[CH:3][CH:4]=1)=[CH:16][CH:15]=[CH:14][CH:13]=2)=[O:20])[S:29]([C:32]1[CH:37]=[CH:36][C:35]([CH3:38])=[CH:34][CH:33]=1)(=[O:30])=[O:31]. (5) Reactant: [C:1]([O:5][C:6](=[O:42])[N:7]([C:15]1[S:16][C:17]([CH:21](O)[C:22]2[C:30]3[C:25](=[N:26][CH:27]=[CH:28][CH:29]=3)[N:24]([Si](C(C)C)(C(C)C)C(C)C)[CH:23]=2)=[C:18]([Cl:20])[N:19]=1)[CH2:8][C:9]1[CH:14]=[CH:13][N:12]=[CH:11][CH:10]=1)([CH3:4])([CH3:3])[CH3:2].C([SiH](CC)CC)C.FC(F)(F)C(O)=O. Product: [C:1]([O:5][C:6](=[O:42])[N:7]([C:15]1[S:16][C:17]([CH2:21][C:22]2[C:30]3[C:25](=[N:26][CH:27]=[CH:28][CH:29]=3)[NH:24][CH:23]=2)=[C:18]([Cl:20])[N:19]=1)[CH2:8][C:9]1[CH:14]=[CH:13][N:12]=[CH:11][CH:10]=1)([CH3:4])([CH3:2])[CH3:3]. The catalyst class is: 10. (6) Reactant: Cl[C:2]1[C:11]2[C:6](=[CH:7][C:8]([F:13])=[CH:9][C:10]=2[F:12])[N:5]=[C:4]([N:14]2[CH2:19][CH2:18][O:17][CH2:16][CH2:15]2)[C:3]=1[CH3:20].[O:21]1[CH2:26][CH:25]=[C:24]([C:27]2[CH:28]=[C:29]([NH2:33])[CH:30]=[N:31][CH:32]=2)[CH2:23][CH2:22]1. Product: [O:21]1[CH2:22][CH:23]=[C:24]([C:27]2[CH:28]=[C:29]([NH:33][C:2]3[C:11]4[C:6](=[CH:7][C:8]([F:13])=[CH:9][C:10]=4[F:12])[N:5]=[C:4]([N:14]4[CH2:19][CH2:18][O:17][CH2:16][CH2:15]4)[C:3]=3[CH3:20])[CH:30]=[N:31][CH:32]=2)[CH2:25][CH2:26]1. The catalyst class is: 11.